From a dataset of Forward reaction prediction with 1.9M reactions from USPTO patents (1976-2016). Predict the product of the given reaction. Given the reactants [NH2:1][C:2]1[S:3][C:4]2[CH:10]=[CH:9][CH:8]=[C:7]([O:11][C:12]([F:15])([F:14])[F:13])[C:5]=2[N:6]=1.[CH3:16][C:17]1[S:21][C:20]([C:22](Cl)=[O:23])=[CH:19][CH:18]=1, predict the reaction product. The product is: [F:14][C:12]([F:15])([F:13])[O:11][C:7]1[C:5]2[N:6]=[C:2]([NH:1][C:22]([C:20]3[S:21][C:17]([CH3:16])=[CH:18][CH:19]=3)=[O:23])[S:3][C:4]=2[CH:10]=[CH:9][CH:8]=1.